Task: Regression. Given a peptide amino acid sequence and an MHC pseudo amino acid sequence, predict their binding affinity value. This is MHC class I binding data.. Dataset: Peptide-MHC class I binding affinity with 185,985 pairs from IEDB/IMGT The binding affinity (normalized) is 0. The MHC is HLA-A01:01 with pseudo-sequence HLA-A01:01. The peptide sequence is PQPFPSQQPY.